Dataset: Full USPTO retrosynthesis dataset with 1.9M reactions from patents (1976-2016). Task: Predict the reactants needed to synthesize the given product. (1) Given the product [C:1]([O:5][C:6]([N:8]1[C@@H:12]([CH2:13][C@H:14]([OH:15])[CH3:18])[CH2:11][O:10][C:9]1([CH3:17])[CH3:16])=[O:7])([CH3:4])([CH3:3])[CH3:2], predict the reactants needed to synthesize it. The reactants are: [C:1]([O:5][C:6]([N:8]1[C@@H:12]([CH2:13][CH:14]=[O:15])[CH2:11][O:10][C:9]1([CH3:17])[CH3:16])=[O:7])([CH3:4])([CH3:3])[CH3:2].[CH3:18][Mg]Br. (2) Given the product [Si:28]([O:22][CH2:21][CH:19]([CH2:18][O:17][CH2:1][CH2:2][CH2:3][CH2:4][CH2:5][CH2:6][CH2:7][CH2:8][CH2:9][CH2:10][CH2:11][CH2:12][CH2:13][CH2:14][CH2:15][CH3:16])[OH:20])([C:31]([CH3:34])([CH3:33])[CH3:32])([CH3:30])[CH3:29], predict the reactants needed to synthesize it. The reactants are: [CH2:1]([O:17][CH2:18][CH:19]([CH2:21][OH:22])[OH:20])[CH2:2][CH2:3][CH2:4][CH2:5][CH2:6][CH2:7][CH2:8][CH2:9][CH2:10][CH2:11][CH2:12][CH2:13][CH2:14][CH2:15][CH3:16].N1C=CN=C1.[Si:28](Cl)([C:31]([CH3:34])([CH3:33])[CH3:32])([CH3:30])[CH3:29].OS(O)(=O)=O. (3) Given the product [Br:32][CH2:9][C:8]1[C:3]([O:2][CH3:1])=[N:4][C:5]([CH3:11])=[CH:6][CH:7]=1, predict the reactants needed to synthesize it. The reactants are: [CH3:1][O:2][C:3]1[C:8]([CH2:9]O)=[CH:7][CH:6]=[C:5]([CH3:11])[N:4]=1.C1(P(C2C=CC=CC=2)C2C=CC=CC=2)C=CC=CC=1.C(Br)(Br)(Br)[Br:32]. (4) Given the product [F:9][C:8]([F:11])([F:10])[C:5]1[CH:6]=[CH:7][C:2]([O:25][CH2:24][CH2:23][C:19]2[CH:18]=[C:17]([CH:22]=[CH:21][CH:20]=2)[CH:13]=[O:12])=[N:3][CH:4]=1, predict the reactants needed to synthesize it. The reactants are: Cl[C:2]1[CH:7]=[CH:6][C:5]([C:8]([F:11])([F:10])[F:9])=[CH:4][N:3]=1.[O:12]1CCO[CH:13]1[C:17]1[CH:18]=[C:19]([CH2:23][CH2:24][OH:25])[CH:20]=[CH:21][CH:22]=1.[H-].[Na+]. (5) Given the product [Cl:7][C:8]1[N:9]=[CH:10][N:11]([C:13]2[CH:18]=[CH:17][C:16]([NH:19][C:20]3[S:21][C:22]4[CH2:28][CH:27]([N:2]([CH3:1])[CH3:5])[CH2:26][CH:25]([C:30]5[CH:35]=[CH:34][C:33]([F:36])=[CH:32][CH:31]=5)[C:23]=4[N:24]=3)=[CH:15][C:14]=2[O:37][CH3:38])[CH:12]=1, predict the reactants needed to synthesize it. The reactants are: [C:1]([BH3-])#[N:2].[Na+].[CH2:5]=O.[Cl:7][C:8]1[N:9]=[CH:10][N:11]([C:13]2[CH:18]=[CH:17][C:16]([NH:19][C:20]3[S:21][C:22]4[CH2:28][CH:27](N)[CH2:26][CH:25]([C:30]5[CH:35]=[CH:34][C:33]([F:36])=[CH:32][CH:31]=5)[C:23]=4[N:24]=3)=[CH:15][C:14]=2[O:37][CH3:38])[CH:12]=1.